This data is from Forward reaction prediction with 1.9M reactions from USPTO patents (1976-2016). The task is: Predict the product of the given reaction. (1) Given the reactants C(O[C:6]([NH:8][C@H:9]1[CH2:14][CH2:13][C@H:12]([CH:15]([OH:37])[CH2:16][N:17]([S:25]([C:28]2[CH:33]=[CH:32][CH:31]=[CH:30][C:29]=2[N+:34]([O-:36])=[O:35])(=[O:27])=[O:26])C(=O)OC(C)(C)C)[CH2:11][CH2:10]1)=[O:7])(C)(C)C.[F:38][C:39]([F:44])([F:43])C(O)=O, predict the reaction product. The product is: [F:38][C:39]([F:44])([F:43])[C:6]([NH:8][C@H:9]1[CH2:14][CH2:13][C@H:12]([CH:15]([OH:37])[CH2:16][NH:17][S:25]([C:28]2[CH:33]=[CH:32][CH:31]=[CH:30][C:29]=2[N+:34]([O-:36])=[O:35])(=[O:27])=[O:26])[CH2:11][CH2:10]1)=[O:7]. (2) Given the reactants [ClH:1].[OH:2][C@H:3]([C:24]1[CH:33]=[CH:32][C:27]2[C:28](=[O:31])[O:29][CH2:30][C:26]=2[C:25]=1[CH3:34])[CH2:4][N:5]1[CH2:23][CH2:22][C:8]2([CH2:12][N:11]([C:13]3SC(S(C)(=O)=O)=N[N:17]=3)[CH2:10][CH2:9]2)[CH2:7][CH2:6]1.Cl.[CH2:36]([S:38]([C:41]1[N:42]=[CH:43]C(N2CCC3(CCNCC3)C2)=N[CH:46]=1)(=[O:40])=[O:39])[CH3:37].CC1C([C@@H]2CO2)=CC=C2C=1COC2=O, predict the reaction product. The product is: [ClH:1].[CH2:36]([S:38]([C:41]1[N:42]=[CH:43][C:13]([N:11]2[CH2:10][CH2:9][C:8]3([CH2:7][CH2:6][N:5]([CH2:4][C@@H:3]([C:24]4[CH:33]=[CH:32][C:27]5[C:28](=[O:31])[O:29][CH2:30][C:26]=5[C:25]=4[CH3:34])[OH:2])[CH2:23][CH2:22]3)[CH2:12]2)=[N:17][CH:46]=1)(=[O:40])=[O:39])[CH3:37]. (3) The product is: [CH:18]([C:14]1[CH:13]=[C:12]([NH:11][C:4]2[N:3]=[C:2]([NH:32][CH:29]3[CH2:30][CH2:31][N:26]([S:23]([CH3:22])(=[O:25])=[O:24])[CH2:27][CH2:28]3)[N:7]=[C:6]([CH2:8][CH2:9][CH3:10])[N:5]=2)[CH:17]=[CH:16][CH:15]=1)([CH3:20])[CH3:19]. Given the reactants Cl[C:2]1[N:7]=[C:6]([CH2:8][CH2:9][CH3:10])[N:5]=[C:4]([NH:11][C:12]2[CH:17]=[CH:16][CH:15]=[C:14]([CH:18]([CH3:20])[CH3:19])[CH:13]=2)[N:3]=1.Cl.[CH3:22][S:23]([N:26]1[CH2:31][CH2:30][CH:29]([NH2:32])[CH2:28][CH2:27]1)(=[O:25])=[O:24].C([O-])([O-])=O.[K+].[K+], predict the reaction product. (4) Given the reactants [Cl:1][C:2]1[C:3]([CH3:11])=[C:4](B(O)O)[CH:5]=[CH:6][CH:7]=1.I[C:13]1[N:18]=[C:17]([NH2:19])[N:16]=[C:15]([NH:20][CH3:21])[CH:14]=1, predict the reaction product. The product is: [Cl:1][C:2]1[C:3]([CH3:11])=[C:4]([C:13]2[N:18]=[C:17]([NH2:19])[N:16]=[C:15]([NH:20][CH3:21])[CH:14]=2)[CH:5]=[CH:6][CH:7]=1. (5) Given the reactants Cl[C:2]([O:4][CH2:5][C:6]1[CH:11]=[CH:10][CH:9]=[CH:8][CH:7]=1)=[O:3].[NH:12]1[CH2:17][CH2:16][CH:15]([N:18]2[CH2:23][CH2:22][N:21]([C:24]([O:26][C:27]([CH3:30])([CH3:29])[CH3:28])=[O:25])[CH2:20][CH2:19]2)[CH2:14][CH2:13]1.C(N(C(C)C)C(C)C)C, predict the reaction product. The product is: [CH2:5]([O:4][C:2]([N:12]1[CH2:17][CH2:16][CH:15]([N:18]2[CH2:19][CH2:20][N:21]([C:24]([O:26][C:27]([CH3:30])([CH3:29])[CH3:28])=[O:25])[CH2:22][CH2:23]2)[CH2:14][CH2:13]1)=[O:3])[C:6]1[CH:11]=[CH:10][CH:9]=[CH:8][CH:7]=1.